Task: Regression. Given a peptide amino acid sequence and an MHC pseudo amino acid sequence, predict their binding affinity value. This is MHC class I binding data.. Dataset: Peptide-MHC class I binding affinity with 185,985 pairs from IEDB/IMGT (1) The peptide sequence is KTTIKFHPW. The MHC is HLA-A11:01 with pseudo-sequence HLA-A11:01. The binding affinity (normalized) is 0.0847. (2) The peptide sequence is LINDQLIMK. The MHC is HLA-A03:01 with pseudo-sequence HLA-A03:01. The binding affinity (normalized) is 0.0847. (3) The peptide sequence is GPKVKQWPL. The MHC is HLA-A03:01 with pseudo-sequence HLA-A03:01. The binding affinity (normalized) is 0. (4) The peptide sequence is NIAEYIAGLK. The MHC is HLA-A31:01 with pseudo-sequence HLA-A31:01. The binding affinity (normalized) is 0. (5) The peptide sequence is ILYNEYNFV. The MHC is HLA-A26:01 with pseudo-sequence HLA-A26:01. The binding affinity (normalized) is 0.0847.